This data is from Forward reaction prediction with 1.9M reactions from USPTO patents (1976-2016). The task is: Predict the product of the given reaction. (1) Given the reactants [CH3:1][C:2]1[O:3][C:4]([C:14]2[CH:19]=[CH:18][N:17]=[C:16]3[N:20]([S:23]([C:26]4[CH:31]=[CH:30][C:29]([CH3:32])=[CH:28][CH:27]=4)(=[O:25])=[O:24])[CH:21]=[CH:22][C:15]=23)=[C:5]([C:7]2[CH:13]=[CH:12][C:10]([NH2:11])=[CH:9][CH:8]=2)[N:6]=1.[CH3:33][N:34]([CH3:38])[C:35](Cl)=[O:36], predict the reaction product. The product is: [CH3:33][N:34]([CH3:38])[C:35]([NH:11][C:10]1[CH:9]=[CH:8][C:7]([C:5]2[N:6]=[C:2]([CH3:1])[O:3][C:4]=2[C:14]2[CH:19]=[CH:18][N:17]=[C:16]3[N:20]([S:23]([C:26]4[CH:31]=[CH:30][C:29]([CH3:32])=[CH:28][CH:27]=4)(=[O:25])=[O:24])[CH:21]=[CH:22][C:15]=23)=[CH:13][CH:12]=1)=[O:36]. (2) Given the reactants F[P-](F)(F)(F)(F)F.N1(O[P+](N(C)C)(N(C)C)N(C)C)C2C=CC=CC=2N=N1.[Cl-].[F:29][C:30]([F:35])([F:34])[C:31]([OH:33])=[O:32].[NH2:36][C:37]1[CH:38]=[C:39]2[C:43](=[CH:44][CH:45]=1)[NH:42][C:41]([C:46]([NH:48][CH2:49][C:50]1[CH:55]=[CH:54][C:53]([Cl:56])=[C:52]([O:57][C:58]3[CH:63]=[C:62]([C:64]#[N:65])[CH:61]=[C:60]([Cl:66])[CH:59]=3)[C:51]=1[F:67])=[O:47])=[CH:40]2.[N:68]1([CH2:74][CH2:75][C:76](O)=[O:77])[CH2:73][CH2:72][CH2:71][CH2:70][CH2:69]1.C(N(C(C)C)CC)(C)C, predict the reaction product. The product is: [F:29][C:30]([F:35])([F:34])[C:31]([OH:33])=[O:32].[Cl:56][C:53]1[CH:54]=[CH:55][C:50]([CH2:49][NH:48][C:46]([C:41]2[NH:42][C:43]3[C:39]([CH:40]=2)=[CH:38][C:37]([NH:36][C:76](=[O:77])[CH2:75][CH2:74][N:68]2[CH2:73][CH2:72][CH2:71][CH2:70][CH2:69]2)=[CH:45][CH:44]=3)=[O:47])=[C:51]([F:67])[C:52]=1[O:57][C:58]1[CH:63]=[C:62]([C:64]#[N:65])[CH:61]=[C:60]([Cl:66])[CH:59]=1. (3) Given the reactants [F:1][CH2:2][C:3]1([CH2:15][F:16])[O:7][B:6]([OH:8])[C:5]2[CH:9]=[CH:10][C:11]([CH:13]=O)=[CH:12][C:4]1=2.[NH2:17][OH:18].Cl.CC([O-])=O.[Na+], predict the reaction product. The product is: [F:1][CH2:2][C:3]1([CH2:15][F:16])[O:7][B:6]([OH:8])[C:5]2[CH:9]=[CH:10][C:11](/[CH:13]=[N:17]/[OH:18])=[CH:12][C:4]1=2. (4) Given the reactants [CH2:1]([O:3][C:4]([N:6]1[CH2:11][CH2:10][CH:9]([C:12]2[C:20]3[C:15](=[CH:16][CH:17]=[C:18]([O:21][CH3:22])[CH:19]=3)[NH:14][CH:13]=2)[CH2:8][CH2:7]1)=[O:5])[CH3:2].Br[CH2:24][C:25]1[O:26][CH:27]=[CH:28][CH:29]=1, predict the reaction product. The product is: [CH2:1]([O:3][C:4]([N:6]1[CH2:11][CH2:10][CH:9]([C:12]2[C:20]3[C:15](=[CH:16][CH:17]=[C:18]([O:21][CH3:22])[CH:19]=3)[N:14]([CH2:24][C:25]3[O:26][CH:27]=[CH:28][CH:29]=3)[CH:13]=2)[CH2:8][CH2:7]1)=[O:5])[CH3:2]. (5) Given the reactants [CH3:1][O:2][CH2:3][CH2:4][C:5]1[C:10]([CH2:11]O)=[C:9]([CH3:13])[N:8]=[C:7]([C:14]2[CH:19]=[CH:18][C:17]([C:20]([F:23])([F:22])[F:21])=[CH:16][CH:15]=2)[N:6]=1.S(Cl)([Cl:26])=O, predict the reaction product. The product is: [Cl:26][CH2:11][C:10]1[C:5]([CH2:4][CH2:3][O:2][CH3:1])=[N:6][C:7]([C:14]2[CH:19]=[CH:18][C:17]([C:20]([F:23])([F:22])[F:21])=[CH:16][CH:15]=2)=[N:8][C:9]=1[CH3:13]. (6) Given the reactants [CH3:1][N:2]([CH3:6])[CH2:3][CH2:4][OH:5].[H-].[Na+].F[C:10]1[CH:15]=[CH:14][C:13]([N+:16]([O-:18])=[O:17])=[CH:12][CH:11]=1.O, predict the reaction product. The product is: [CH3:1][N:2]([CH3:6])[CH2:3][CH2:4][O:5][C:10]1[CH:15]=[CH:14][C:13]([N+:16]([O-:18])=[O:17])=[CH:12][CH:11]=1.